This data is from Experimentally validated miRNA-target interactions with 360,000+ pairs, plus equal number of negative samples. The task is: Binary Classification. Given a miRNA mature sequence and a target amino acid sequence, predict their likelihood of interaction. (1) The miRNA is mmu-miR-590-5p with sequence GAGCUUAUUCAUAAAAGUGCAG. The protein sequence of the target gene is MATFSRQEFFQQLLQGCLLPTAQQGLDQIWLLLAICLACRLLWRLGLPSYLKHASTVAGGFFSLYHFFQLHMVWVVLLSLLCYLVLFLCRHSSHRGVFLSVTILIYLLMGEMHMVDTVTWHKMRGAQMIVAMKAVSLGFDLDRGEVGTVPSPVEFMGYLYFVGTIVFGPWISFHSYLQAVQGRPLSCRWLQKVARSLALALLCLVLSTCVGPYLFPYFIPLNGDRLLRNKKRKARGTMVRWLRAYESAVSFHFSNYFVGFLSEATATLAGAGFTEEKDHLEWDLTVSKPLNVELPRSMVE.... Result: 0 (no interaction). (2) The miRNA is mmu-miR-132-3p with sequence UAACAGUCUACAGCCAUGGUCG. The protein sequence of the target gene is MSWKRNYFSGSRGSVQGMFAPRSSMSIAPSKGLSNEPGQNSCFLNSALQVLWHLDIFRRSFRQLTTHKCMGDSCIFCALKGIFNQFQCSSEKVLPSDTLRSALAKTFQDEQRFQLGIMDDAAECFENLLMRIHFHIADETKEDICTAQHCISHQKFAMTLFEQCVCSSCGATSDPLPFIQMVHYISTTALCNQAICMLEKREKPSPSMFGELLQNASTMGDLRNCPSNCGERIRIRRVLMNAPQIITIGLVWDSEHSDLAEDVIHSLGTCLKLGDLFFRVTDDRAKQSELYLVGMICYYG.... Result: 1 (interaction).